From a dataset of Forward reaction prediction with 1.9M reactions from USPTO patents (1976-2016). Predict the product of the given reaction. Given the reactants Cl.[N+:2]([C:5]1[CH:11]=[C:10]([C:12]2[CH:13]=[CH:14][C:15]3[O:21][CH2:20][CH2:19][NH:18][CH2:17][C:16]=3[CH:22]=2)[CH:9]=[CH:8][C:6]=1[NH2:7])([O-:4])=[O:3].Cl[C:24]1[C:29]([CH:30]([CH3:32])[CH3:31])=[C:28]([CH3:33])[N:27]=[C:26]([NH2:34])[N:25]=1.C(N(C(C)C)CC)(C)C.O, predict the reaction product. The product is: [NH2:7][C:6]1[CH:8]=[CH:9][C:10]([C:12]2[CH:13]=[CH:14][C:15]3[O:21][CH2:20][CH2:19][N:18]([C:24]4[C:29]([CH:30]([CH3:31])[CH3:32])=[C:28]([CH3:33])[N:27]=[C:26]([NH2:34])[N:25]=4)[CH2:17][C:16]=3[CH:22]=2)=[CH:11][C:5]=1[N+:2]([O-:4])=[O:3].